Dataset: HIV replication inhibition screening data with 41,000+ compounds from the AIDS Antiviral Screen. Task: Binary Classification. Given a drug SMILES string, predict its activity (active/inactive) in a high-throughput screening assay against a specified biological target. (1) The compound is CC(C)[N+]12CC[N+]3(C(C)C)CC[N+](C(C)C)(CC1)[Mo-3]23(=O)(=O)=O. The result is 0 (inactive). (2) The drug is Cc1nn2c(=N)cc(O)nc2nc1C=Cc1ccc(N(C)C)cc1. The result is 0 (inactive). (3) The drug is c1ccc2nc3nc4c(nc3nc2c1)NON4. The result is 0 (inactive).